From a dataset of Reaction yield outcomes from USPTO patents with 853,638 reactions. Predict the reaction yield, written as a fraction of the theoretical maximum amount of product (1.0 means a 100% yield; for example, 0.34 means a 34% yield). (1) The reactants are [CH2:1]([O:8][C:9]1[CH:14]=[CH:13][C:12](Br)=[CH:11][CH:10]=1)[C:2]1[CH:7]=[CH:6][CH:5]=[CH:4][CH:3]=1.[Mg].II.[C:19]1(=[O:23])[CH2:22][CH2:21][CH2:20]1.[NH4+].[Cl-]. The catalyst is C(OCC)C.C1COCC1.C(OCC)C.C1COCC1. The product is [CH2:1]([O:8][C:9]1[CH:14]=[CH:13][C:12]([C:19]2([OH:23])[CH2:22][CH2:21][CH2:20]2)=[CH:11][CH:10]=1)[C:2]1[CH:7]=[CH:6][CH:5]=[CH:4][CH:3]=1. The yield is 0.420. (2) The reactants are [NH2:1][CH2:2][CH2:3][CH2:4][NH:5][C:6](=[O:12])[O:7][C:8]([CH3:11])([CH3:10])[CH3:9].Cl[C:14]1[C:19]([N+:20]([O-:22])=[O:21])=[CH:18][CH:17]=[CH:16][C:15]=1[N+:23]([O-:25])=[O:24].C(N(CC)CC)C. The catalyst is O1CCCC1.C(OCC)(=O)C. The product is [N+:20]([C:19]1[CH:18]=[CH:17][CH:16]=[C:15]([N+:23]([O-:25])=[O:24])[C:14]=1[NH:1][CH2:2][CH2:3][CH2:4][NH:5][C:6](=[O:12])[O:7][C:8]([CH3:9])([CH3:11])[CH3:10])([O-:22])=[O:21]. The yield is 0.995. (3) The reactants are [Cl:1][C:2]1[CH:3]=[C:4]2[C:8](=[CH:9][CH:10]=1)[NH:7][CH:6]=[C:5]2[CH2:11][CH2:12][NH:13][C:14](=[O:23])[C:15]1[CH:20]=[CH:19][CH:18]=[C:17]([CH2:21]Cl)[CH:16]=1.[NH:24]1[CH:28]=[CH:27][N:26]=[CH:25]1.[I-].[Na+]. The catalyst is C1COCC1. The product is [N:24]1([CH2:21][C:17]2[CH:16]=[C:15]([CH:20]=[CH:19][CH:18]=2)[C:14]([NH:13][CH2:12][CH2:11][C:5]2[C:4]3[C:8](=[CH:9][CH:10]=[C:2]([Cl:1])[CH:3]=3)[NH:7][CH:6]=2)=[O:23])[CH:28]=[CH:27][N:26]=[CH:25]1. The yield is 0.160. (4) The reactants are [Br:1][C:2]1[CH:7]=[CH:6][N:5]=[C:4](F)[CH:3]=1.[NH2:9][CH2:10][CH:11]([OH:23])[CH2:12][N:13]1[CH2:22][CH2:21][C:20]2[C:15](=[CH:16][CH:17]=[CH:18][CH:19]=2)[CH2:14]1.O. The catalyst is CN(C=O)C. The product is [Br:1][C:2]1[CH:7]=[CH:6][N:5]=[C:4]([NH:9][CH2:10][CH:11]([OH:23])[CH2:12][N:13]2[CH2:22][CH2:21][C:20]3[C:15](=[CH:16][CH:17]=[CH:18][CH:19]=3)[CH2:14]2)[CH:3]=1. The yield is 0.820. (5) The reactants are Br[C:2]1[N:7]=[C:6]2[C:8]([C:19]([O:21][CH3:22])=[O:20])=[CH:9][N:10]([CH2:11][O:12][C:13](=[O:18])[C:14]([CH3:17])([CH3:16])[CH3:15])[C:5]2=[N:4][CH:3]=1.[CH3:23][N:24]1[C:32]2[C:27](=[CH:28][CH:29]=[C:30]([C:33]([F:36])([F:35])[F:34])[CH:31]=2)[C:26]([Sn](CCCC)(CCCC)CCCC)=[N:25]1.O. The catalyst is CN(C=O)C.C1C=CC([P]([Pd]([P](C2C=CC=CC=2)(C2C=CC=CC=2)C2C=CC=CC=2)([P](C2C=CC=CC=2)(C2C=CC=CC=2)C2C=CC=CC=2)[P](C2C=CC=CC=2)(C2C=CC=CC=2)C2C=CC=CC=2)(C2C=CC=CC=2)C2C=CC=CC=2)=CC=1.[Cu]I. The product is [CH3:23][N:24]1[C:32]2[C:27](=[CH:28][CH:29]=[C:30]([C:33]([F:34])([F:35])[F:36])[CH:31]=2)[C:26]([C:2]2[N:7]=[C:6]3[C:8]([C:19]([O:21][CH3:22])=[O:20])=[CH:9][N:10]([CH2:11][O:12][C:13](=[O:18])[C:14]([CH3:17])([CH3:16])[CH3:15])[C:5]3=[N:4][CH:3]=2)=[N:25]1. The yield is 0.500. (6) The reactants are [N+:1]([C:4]1[CH:5]=[C:6]([CH2:10][C:11](O)=[O:12])[CH:7]=[CH:8][CH:9]=1)([O-:3])=[O:2].S(C)C.C(=O)(O)[O-].[Na+]. The catalyst is O1CCCC1. The product is [N+:1]([C:4]1[CH:5]=[C:6]([CH2:10][CH2:11][OH:12])[CH:7]=[CH:8][CH:9]=1)([O-:3])=[O:2]. The yield is 0.600. (7) The product is [CH3:31][O:30][C:26](=[O:29])[CH:27]=[CH:28][C:48]1[CH:49]=[CH:50][C:51]2[N:42]([CH2:41][CH2:40][CH2:39][NH:38][C:37]([O:36][C:32]([CH3:33])([CH3:34])[CH3:35])=[O:64])[C:43](=[O:63])[C:44]3=[C:55]([CH3:56])[N:54]([CH:57]4[CH2:62][CH2:61][CH2:60][CH2:59][O:58]4)[N:53]=[C:45]3[C:46]=2[CH:47]=1. The yield is 0.750. The catalyst is [N+](CCCC)(CCCC)(CCCC)CCCC.[Cl-].CN(C=O)C.O.CCOC(C)=O.CC([O-])=O.CC([O-])=O.[Pd+2]. The reactants are C([O-])([O-])=O.[K+].[K+].C1C=CC(P(C2C=CC=CC=2)C2C=CC=CC=2)=CC=1.[C:26]([O:30][CH3:31])(=[O:29])[CH:27]=[CH2:28].[C:32]([O:36][C:37](=[O:64])[NH:38][CH2:39][CH2:40][CH2:41][N:42]1[C:51]2[CH:50]=[CH:49][C:48](I)=[CH:47][C:46]=2[C:45]2=[N:53][N:54]([CH:57]3[CH2:62][CH2:61][CH2:60][CH2:59][O:58]3)[C:55]([CH3:56])=[C:44]2[C:43]1=[O:63])([CH3:35])([CH3:34])[CH3:33]. (8) The reactants are [CH3:1][Si:2]([C:5]#[CH:6])([CH3:4])[CH3:3].[CH2:7]([CH:9]([CH2:19][CH2:20][CH2:21][CH3:22])[CH2:10][O:11][C:12]1[CH:17]=[CH:16][C:15](I)=[CH:14][CH:13]=1)[CH3:8]. The catalyst is O1CCCC1.C(N(CC)CC)C.C1C=CC([P]([Pd]([P](C2C=CC=CC=2)(C2C=CC=CC=2)C2C=CC=CC=2)([P](C2C=CC=CC=2)(C2C=CC=CC=2)C2C=CC=CC=2)[P](C2C=CC=CC=2)(C2C=CC=CC=2)C2C=CC=CC=2)(C2C=CC=CC=2)C2C=CC=CC=2)=CC=1.[Cu]I. The product is [CH2:7]([CH:9]([CH2:19][CH2:20][CH2:21][CH3:22])[CH2:10][O:11][C:12]1[CH:13]=[CH:14][C:15]([C:6]#[C:5][Si:2]([CH3:4])([CH3:3])[CH3:1])=[CH:16][CH:17]=1)[CH3:8]. The yield is 0.750.